This data is from Merck oncology drug combination screen with 23,052 pairs across 39 cell lines. The task is: Regression. Given two drug SMILES strings and cell line genomic features, predict the synergy score measuring deviation from expected non-interaction effect. (1) Drug 1: O=S1(=O)NC2(CN1CC(F)(F)F)C1CCC2Cc2cc(C=CCN3CCC(C(F)(F)F)CC3)ccc2C1. Drug 2: O=P1(N(CCCl)CCCl)NCCCO1. Cell line: UWB1289. Synergy scores: synergy=-6.50. (2) Drug 1: C=CCn1c(=O)c2cnc(Nc3ccc(N4CCN(C)CC4)cc3)nc2n1-c1cccc(C(C)(C)O)n1. Drug 2: O=C(NOCC(O)CO)c1ccc(F)c(F)c1Nc1ccc(I)cc1F. Cell line: A375. Synergy scores: synergy=14.7.